Dataset: Reaction yield outcomes from USPTO patents with 853,638 reactions. Task: Predict the reaction yield, written as a fraction of the theoretical maximum amount of product (1.0 means a 100% yield; for example, 0.34 means a 34% yield). (1) The reactants are [CH3:1][O:2][C:3](=[O:15])[C:4]1[CH:9]=[CH:8][C:7]([C:10](=O)[CH:11](Br)[F:12])=[CH:6][CH:5]=1.[CH3:16][N:17]1[CH2:22][CH2:21][N:20]([C:23](=[S:25])[NH2:24])[CH2:19][CH2:18]1. The catalyst is C(O)C. The product is [CH3:1][O:2][C:3](=[O:15])[C:4]1[CH:9]=[CH:8][C:7]([C:10]2[N:24]=[C:23]([N:20]3[CH2:21][CH2:22][N:17]([CH3:16])[CH2:18][CH2:19]3)[S:25][C:11]=2[F:12])=[CH:6][CH:5]=1. The yield is 0.740. (2) The reactants are [F:1][C:2]([F:7])([F:6])[C:3]([OH:5])=[O:4].[C:8]([C:10]1[C:11]([C:32]2[C:40]3[C:35](=[N:36][CH:37]=[C:38]([C:41]([F:44])([F:43])[F:42])[CH:39]=3)[N:34]([S:45]([C:48]3[CH:54]=[CH:53][C:51]([CH3:52])=[CH:50][CH:49]=3)(=[O:47])=[O:46])[CH:33]=2)=[N:12][C:13]([NH:16][C@@H:17]([CH:19]2[CH2:24][CH2:23][N:22](C(OC(C)(C)C)=O)[CH2:21][CH2:20]2)[CH3:18])=[N:14][CH:15]=1)#[N:9]. The catalyst is ClCCl. The product is [F:1][C:2]([F:7])([F:6])[C:3]([OH:5])=[O:4].[NH:22]1[CH2:21][CH2:20][CH:19]([C@H:17]([NH:16][C:13]2[N:12]=[C:11]([C:32]3[C:40]4[C:35](=[N:36][CH:37]=[C:38]([C:41]([F:43])([F:44])[F:42])[CH:39]=4)[N:34]([S:45]([C:48]4[CH:49]=[CH:50][C:51]([CH3:52])=[CH:53][CH:54]=4)(=[O:46])=[O:47])[CH:33]=3)[C:10]([C:8]#[N:9])=[CH:15][N:14]=2)[CH3:18])[CH2:24][CH2:23]1. The yield is 0.980.